This data is from Catalyst prediction with 721,799 reactions and 888 catalyst types from USPTO. The task is: Predict which catalyst facilitates the given reaction. (1) Reactant: [SH:1][C:2]1[NH:3][C:4]2[CH:10]=[CH:9][CH:8]=[CH:7][C:5]=2[N:6]=1.C[O-].[Na+].[CH2:14]([O:23][C:24]1[CH:29]=[CH:28][N:27]=[C:26]([CH2:30]Cl)[C:25]=1[CH3:32])[CH2:15][CH2:16][CH2:17][CH2:18][CH2:19][CH2:20][CH2:21][CH3:22]. Product: [CH2:14]([O:23][C:24]1[CH:29]=[CH:28][N:27]=[C:26]([CH2:30][S:1][C:2]2[NH:6][C:5]3[CH:7]=[CH:8][CH:9]=[CH:10][C:4]=3[N:3]=2)[C:25]=1[CH3:32])[CH2:15][CH2:16][CH2:17][CH2:18][CH2:19][CH2:20][CH2:21][CH3:22]. The catalyst class is: 125. (2) Reactant: Cl[C:2]1[C:11]2[C:6](=[C:7]([O:14][CH3:15])[C:8]([O:12][CH3:13])=[CH:9][CH:10]=2)[CH:5]=[C:4]([NH:16][C:17]2[CH:21]=[C:20]([CH3:22])[NH:19][N:18]=2)[N:3]=1. Product: [CH:8]([O:12][C:2]1[C:11]2[C:6](=[C:7]([O:14][CH3:15])[C:8]([O:12][CH3:13])=[CH:9][CH:10]=2)[CH:5]=[C:4]([NH:16][C:17]2[CH:21]=[C:20]([CH3:22])[NH:19][N:18]=2)[N:3]=1)([CH3:9])[CH3:7]. The catalyst class is: 41. (3) Reactant: [C:1]([OH:7])(=O)[CH2:2][CH2:3][C:4]#[CH:5].[CH3:8][N:9]1[CH2:14][CH2:13][NH:12][CH2:11][CH2:10]1.C1C=CC2N(O)N=NC=2C=1.CCN=C=NCCCN(C)C. Product: [CH3:8][N:9]1[CH2:14][CH2:13][N:12]([C:1](=[O:7])[CH2:2][CH2:3][C:4]#[CH:5])[CH2:11][CH2:10]1. The catalyst class is: 3. (4) Reactant: [CH2:1]([S:8]([NH:11][C:12]([CH:14]1[CH2:19][CH2:18][N:17]([C:20]2[C:30]([O:31][CH2:32][CH2:33][CH2:34][C:35]([O:37]C)=[O:36])=[CH:29][C:23]([C:24]([O:26][CH2:27][CH3:28])=[O:25])=[C:22]([CH3:39])[N:21]=2)[CH2:16][CH2:15]1)=[O:13])(=[O:10])=[O:9])[C:2]1[CH:7]=[CH:6][CH:5]=[CH:4][CH:3]=1.[OH-].[Na+]. Product: [CH2:1]([S:8]([NH:11][C:12]([CH:14]1[CH2:19][CH2:18][N:17]([C:20]2[C:30]([O:31][CH2:32][CH2:33][CH2:34][C:35]([OH:37])=[O:36])=[CH:29][C:23]([C:24]([O:26][CH2:27][CH3:28])=[O:25])=[C:22]([CH3:39])[N:21]=2)[CH2:16][CH2:15]1)=[O:13])(=[O:9])=[O:10])[C:2]1[CH:3]=[CH:4][CH:5]=[CH:6][CH:7]=1. The catalyst class is: 1. (5) Reactant: P(Cl)(Cl)([Cl:3])=O.[CH3:6][C:7]1[CH2:11][C:10](=O)[N:9]([C:13]2[CH:18]=[CH:17][CH:16]=[CH:15][CH:14]=2)[N:8]=1.O.[C:20](=[O:23])([O-])O.[Na+]. Product: [Cl:3][C:10]1[N:9]([C:13]2[CH:18]=[CH:17][CH:16]=[CH:15][CH:14]=2)[N:8]=[C:7]([CH3:6])[C:11]=1[CH:20]=[O:23]. The catalyst class is: 9. (6) Reactant: [CH3:1][O:2][C:3]1[CH:4]=[C:5]2[C:9](=[CH:10][CH:11]=1)[NH:8][C:7]([C:12]([OH:14])=O)=[CH:6]2.CCN=C=NCCCN(C)C.C1C=CC2N(O)N=NC=2C=1.[CH3:36][N:37]1[CH2:42][CH2:41][NH:40][CH2:39][CH2:38]1. Product: [CH3:1][O:2][C:3]1[CH:4]=[C:5]2[C:9](=[CH:10][CH:11]=1)[NH:8][C:7]([C:12]([N:40]1[CH2:41][CH2:42][N:37]([CH3:36])[CH2:38][CH2:39]1)=[O:14])=[CH:6]2. The catalyst class is: 34. (7) Reactant: C(O)(C(F)(F)F)=O.COC1C=CC(C[O:15][C:16]2[CH:17]=[C:18]([CH3:24])[C:19]([CH:22]=[CH2:23])=[N:20][CH:21]=2)=CC=1. Product: [CH3:24][C:18]1[CH:17]=[C:16]([OH:15])[CH:21]=[N:20][C:19]=1[CH:22]=[CH2:23]. The catalyst class is: 520.